The task is: Regression. Given two drug SMILES strings and cell line genomic features, predict the synergy score measuring deviation from expected non-interaction effect.. This data is from NCI-60 drug combinations with 297,098 pairs across 59 cell lines. Drug 1: C1=CC=C(C(=C1)C(C2=CC=C(C=C2)Cl)C(Cl)Cl)Cl. Drug 2: CC1C(C(CC(O1)OC2CC(CC3=C2C(=C4C(=C3O)C(=O)C5=C(C4=O)C(=CC=C5)OC)O)(C(=O)CO)O)N)O.Cl. Cell line: NCIH23. Synergy scores: CSS=53.6, Synergy_ZIP=-4.29, Synergy_Bliss=-1.88, Synergy_Loewe=0.00665, Synergy_HSA=1.96.